Dataset: Reaction yield outcomes from USPTO patents with 853,638 reactions. Task: Predict the reaction yield, written as a fraction of the theoretical maximum amount of product (1.0 means a 100% yield; for example, 0.34 means a 34% yield). (1) The reactants are [NH2:1][C:2]1[N:7]=[C:6]([N:8]([CH3:11])[O:9][CH3:10])[N:5]=[C:4]([NH:12][CH2:13][CH2:14][CH3:15])[N:3]=1.[C:16](Cl)(=[O:19])[CH2:17][CH3:18].CCN(C(C)C)C(C)C. The catalyst is C1COCC1. The product is [CH3:10][O:9][N:8]([CH3:11])[C:6]1[N:5]=[C:4]([NH:12][CH2:13][CH2:14][CH3:15])[N:3]=[C:2]([NH:1][C:16](=[O:19])[CH2:17][CH3:18])[N:7]=1. The yield is 0.150. (2) The reactants are Cl[C:2]1[CH:7]=[CH:6][N:5]=[C:4]([C:8]([NH2:10])=[O:9])[CH:3]=1.FC(F)(F)C(O)=O.NC1C(C2C=CC(CC(N)=O)=CC=2)=C(OC2C=CC(NC(NC(=O)CC3C=CC(F)=CC=3)=O)=CC=2F)C=CN=1.[NH2:57][C:58]1[CH:63]=[C:62]([F:64])[C:61]([OH:65])=[C:60]([F:66])[CH:59]=1. The product is [NH2:57][C:58]1[CH:63]=[C:62]([F:64])[C:61]([O:65][C:2]2[CH:7]=[CH:6][N:5]=[C:4]([C:8]([NH2:10])=[O:9])[CH:3]=2)=[C:60]([F:66])[CH:59]=1. The yield is 0.290. No catalyst specified. (3) The reactants are [Br:1][C:2]1[CH:3]=[CH:4][C:5](I)=[C:6]([O:8][CH3:9])[CH:7]=1.[CH3:11][N:12]1[CH2:17][CH2:16][NH:15][CH2:14][CH2:13]1.C1C=CC2C(C3C(O)=CC=C4C=3C=CC=C4)=C(O)C=CC=2C=1.[O-]P([O-])([O-])=O.[K+].[K+].[K+]. The catalyst is [Cu]I.CN(C=O)C. The product is [Br:1][C:2]1[CH:3]=[CH:4][C:5]([N:15]2[CH2:16][CH2:17][N:12]([CH3:11])[CH2:13][CH2:14]2)=[C:6]([O:8][CH3:9])[CH:7]=1. The yield is 0.340. (4) The reactants are BrCC([O:5][CH2:6][CH3:7])=O.[Cl:8][C:9]1[CH:14]=[CH:13][C:12]([NH:15][C:16]([NH2:18])=[S:17])=[CH:11][CH:10]=1.C([O-])(=O)C.[Na+]. The catalyst is C(O)C. The product is [Cl:8][C:9]1[CH:10]=[CH:11][C:12]([N:15]=[C:16]2[NH:18][C:6](=[O:5])[CH2:7][S:17]2)=[CH:13][CH:14]=1. The yield is 0.380. (5) The reactants are [Cl-].[Br:2][C:3]1[CH:8]=[CH:7][C:6]([CH2:9][NH3+:10])=[CH:5][CH:4]=1.[OH-].[Na+].Cl[C:14]([O:16][CH2:17][C:18]1[CH:23]=[CH:22][CH:21]=[CH:20][CH:19]=1)=[O:15]. The catalyst is O1CCCC1.O.[Cl-].[Na+].O. The product is [Br:2][C:3]1[CH:8]=[CH:7][C:6]([CH2:9][NH:10][C:14](=[O:15])[O:16][CH2:17][C:18]2[CH:23]=[CH:22][CH:21]=[CH:20][CH:19]=2)=[CH:5][CH:4]=1. The yield is 1.02. (6) The reactants are [Br:1][CH2:2][CH2:3][CH2:4][CH2:5][C:6]([CH3:16])([C:9]1[CH:14]=[CH:13][C:12](C)=[CH:11][CH:10]=1)[CH2:7][OH:8].BrCCCCC(C)(C1C=CC=CC=1)C(OCC)=O.[Li+].[BH4-].CO. The catalyst is C(Cl)Cl. The product is [Br:1][CH2:2][CH2:3][CH2:4][CH2:5][C:6]([CH3:16])([C:9]1[CH:10]=[CH:11][CH:12]=[CH:13][CH:14]=1)[CH2:7][OH:8]. The yield is 0.840.